The task is: Predict the reactants needed to synthesize the given product.. This data is from Full USPTO retrosynthesis dataset with 1.9M reactions from patents (1976-2016). (1) Given the product [CH3:19][C:14]1[CH:13]=[C:12]([NH:11][C:9]2[N:10]=[C:3]3[C:2]([NH:48][C:49]4[CH:50]=[CH:51][C:52]5[O:57][C:56]([F:59])([F:58])[C:55](=[O:60])[NH:54][C:53]=5[CH:61]=4)=[N:7][CH:6]=[CH:5][N:4]3[N:8]=2)[CH:17]=[C:16]([CH3:18])[CH:15]=1, predict the reactants needed to synthesize it. The reactants are: Cl[C:2]1[C:3]2[N:4]([N:8]=[C:9]([NH:11][C:12]3[CH:17]=[C:16]([CH3:18])[CH:15]=[C:14]([CH3:19])[CH:13]=3)[N:10]=2)[CH:5]=[CH:6][N:7]=1.C1(P(C2CCCCC2)C2C=CC=CC=2C2C=CC=CC=2N(C)C)CCCCC1.[NH2:48][C:49]1[CH:50]=[CH:51][C:52]2[O:57][C:56]([F:59])([F:58])[C:55](=[O:60])[NH:54][C:53]=2[CH:61]=1. (2) Given the product [C:24]([O:23][C:21](=[O:22])[NH:28][CH2:29][CH2:30][NH:31][CH:15]1[CH2:16][N:13]([C:11]([C:9]2[S:8][C:7]3[CH:18]=[C:3]([C:2]([F:20])([F:19])[F:1])[CH:4]=[CH:5][C:6]=3[CH:10]=2)=[O:12])[CH2:14]1)([CH3:27])([CH3:25])[CH3:26], predict the reactants needed to synthesize it. The reactants are: [F:1][C:2]([F:20])([F:19])[C:3]1[CH:4]=[CH:5][C:6]2[CH:10]=[C:9]([C:11]([N:13]3[CH2:16][C:15](=O)[CH2:14]3)=[O:12])[S:8][C:7]=2[CH:18]=1.[C:21]([NH:28][CH2:29][CH2:30][NH2:31])([O:23][C:24]([CH3:27])([CH3:26])[CH3:25])=[O:22].C(O)(=O)C.[BH-](OC(C)=O)(OC(C)=O)OC(C)=O.[Na+]. (3) Given the product [NH:15]1[C:7]2([CH2:8][CH2:9][O:4][CH2:5][CH2:6]2)[C:1](=[O:17])[NH:2][C:11]1=[O:14], predict the reactants needed to synthesize it. The reactants are: [C-:1]#[N:2].[K+].[O:4]1[CH2:9][CH2:8][C:7](=O)[CH2:6][CH2:5]1.[C:11](=[O:14])([O-])[O-].[NH4+:15].[NH4+].[OH2:17]. (4) Given the product [CH3:1][O:2][C:3](=[O:13])[C:4]1[CH:9]=[CH:8][C:7]([N:16]([CH3:17])[CH3:15])=[C:6]([C:11]#[N:12])[CH:5]=1, predict the reactants needed to synthesize it. The reactants are: [CH3:1][O:2][C:3](=[O:13])[C:4]1[CH:9]=[CH:8][C:7](F)=[C:6]([C:11]#[N:12])[CH:5]=1.Cl.[CH3:15][NH:16][CH3:17].C(=O)([O-])[O-].[K+].[K+]. (5) Given the product [F:1][C:2]1[CH:7]=[CH:6][C:5](/[CH:8]=[CH:9]/[C:14]2[CH:19]=[C:18]([C:20]3[NH:24][C:23]([CH3:25])=[C:22]([C:26]#[N:27])[CH:21]=3)[CH:17]=[CH:16][N:15]=2)=[CH:4][CH:3]=1, predict the reactants needed to synthesize it. The reactants are: [F:1][C:2]1[CH:7]=[CH:6][C:5](/[CH:8]=[CH:9]/B(O)O)=[CH:4][CH:3]=1.Cl[C:14]1[CH:19]=[C:18]([C:20]2[NH:24][C:23]([CH3:25])=[C:22]([C:26]#[N:27])[CH:21]=2)[CH:17]=[CH:16][N:15]=1.C([O-])([O-])=O.[Na+].[Na+]. (6) The reactants are: Br[C:2]1[CH:13]=[C:12]([O:14][C@@H:15]([C@H:17]2[CH2:21][NH:20][C:19](=[O:22])[CH2:18]2)[CH3:16])[C:5]2[N:6]([CH:9]3[CH2:11][CH2:10]3)[CH:7]=[N:8][C:4]=2[CH:3]=1.C([Sn](CCCC)(CCCC)[C:28]1[CH:33]=[CH:32][CH:31]=[CH:30][N:29]=1)CCC. Given the product [CH:9]1([N:6]2[C:5]3[C:12]([O:14][C@@H:15]([C@H:17]4[CH2:21][NH:20][C:19](=[O:22])[CH2:18]4)[CH3:16])=[CH:13][C:2]([C:28]4[CH:33]=[CH:32][CH:31]=[CH:30][N:29]=4)=[CH:3][C:4]=3[N:8]=[CH:7]2)[CH2:11][CH2:10]1, predict the reactants needed to synthesize it. (7) The reactants are: [CH3:1][C:2]1[N:7]([C:8]2[CH:13]=[CH:12][CH:11]=[C:10]([C:14]([F:17])([F:16])[F:15])[CH:9]=2)[C:6](=[O:18])[C:5]([C:19]([OH:21])=O)=[CH:4][C:3]=1[C:22]1[N:26]([CH3:27])[N:25]=[CH:24][CH:23]=1.C(N1C=CN=C1)(N1C=CN=C1)=O.Cl.[CH3:41][S:42]([C:45]1[CH:46]=[CH:47][C:48]([CH2:51][NH2:52])=[N:49][CH:50]=1)(=[O:44])=[O:43].O. Given the product [CH3:1][C:2]1[N:7]([C:8]2[CH:13]=[CH:12][CH:11]=[C:10]([C:14]([F:16])([F:15])[F:17])[CH:9]=2)[C:6](=[O:18])[C:5]([C:19]([NH:52][CH2:51][C:48]2[CH:47]=[CH:46][C:45]([S:42]([CH3:41])(=[O:44])=[O:43])=[CH:50][N:49]=2)=[O:21])=[CH:4][C:3]=1[C:22]1[N:26]([CH3:27])[N:25]=[CH:24][CH:23]=1, predict the reactants needed to synthesize it. (8) Given the product [CH3:22][N:19]1[C:18]2[C:23]([C:25]([O:27][CH3:28])=[O:26])=[CH:24][C:15]([C:12]3[CH:11]=[CH:10][C:9]([C:4]4[CH:5]=[CH:6][CH:7]=[CH:8][C:3]=4[CH2:1][N:29]4[CH2:34][CH2:33][O:32][CH2:31][CH2:30]4)=[CH:14][CH:13]=3)=[CH:16][C:17]=2[N:21]=[N:20]1, predict the reactants needed to synthesize it. The reactants are: [CH:1]([C:3]1[CH:8]=[CH:7][CH:6]=[CH:5][C:4]=1[C:9]1[CH:14]=[CH:13][C:12]([C:15]2[CH:24]=[C:23]([C:25]([O:27][CH3:28])=[O:26])[C:18]3[N:19]([CH3:22])[N:20]=[N:21][C:17]=3[CH:16]=2)=[CH:11][CH:10]=1)=O.[NH:29]1[CH2:34][CH2:33][O:32][CH2:31][CH2:30]1.C(O[BH-](OC(=O)C)OC(=O)C)(=O)C.[Na+].C(O)(=O)C. (9) Given the product [CH2:2]([N:1]1[C:11]2[C:6](=[CH:7][CH:8]=[CH:9][CH:10]=2)/[C:4](=[N:21]/[NH:20][C:12](=[O:19])[C:13]2[CH:18]=[CH:17][CH:16]=[CH:15][CH:14]=2)/[C:2]1=[O:3])[CH2:4][CH2:6][CH3:7], predict the reactants needed to synthesize it. The reactants are: [NH:1]1[C:11]2[C:6](=[CH:7][CH:8]=[CH:9][CH:10]=2)[C:4](=O)[C:2]1=[O:3].[C:12]([NH:20][NH2:21])(=[O:19])[C:13]1[CH:18]=[CH:17][CH:16]=[CH:15][CH:14]=1. (10) Given the product [O:3]=[CH:4][CH2:5][CH2:6][CH2:7][NH:8][C:9]([N:11]1[CH2:12][CH2:13][N:14]([C:17]2[CH:22]=[CH:21][CH:20]=[CH:19][CH:18]=2)[CH2:15][CH2:16]1)=[O:10], predict the reactants needed to synthesize it. The reactants are: C([O:3][CH:4](OCC)[CH2:5][CH2:6][CH2:7][NH:8][C:9]([N:11]1[CH2:16][CH2:15][N:14]([C:17]2[CH:22]=[CH:21][CH:20]=[CH:19][CH:18]=2)[CH2:13][CH2:12]1)=[O:10])C.O=CCCCNC(C1CCCCC1)=O.